Dataset: Full USPTO retrosynthesis dataset with 1.9M reactions from patents (1976-2016). Task: Predict the reactants needed to synthesize the given product. (1) Given the product [CH3:11][CH:10]([Si:9]([CH:16]([CH3:18])[CH3:17])([CH:13]([CH3:15])[CH3:14])[O:5][CH2:4][CH:3]([NH2:2])[CH2:6][O:7][Si:9]([CH:23]([CH3:22])[CH3:24])([CH:13]([CH3:15])[CH3:14])[CH:10]([CH3:12])[CH3:11])[CH3:12], predict the reactants needed to synthesize it. The reactants are: Cl.[NH2:2][CH:3]([CH2:6][OH:7])[CH2:4][OH:5].Cl[Si:9]([CH:16]([CH3:18])[CH3:17])([CH:13]([CH3:15])[CH3:14])[CH:10]([CH3:12])[CH3:11].N1[CH:24]=[CH:23][CH:22]=CC=1. (2) Given the product [Br:23][CH2:1][C:2]1[C:11]2[C:6](=[CH:7][CH:8]=[CH:9][CH:10]=2)[C:5]([C:12]([O:14][CH3:15])=[O:13])=[CH:4][CH:3]=1, predict the reactants needed to synthesize it. The reactants are: [CH3:1][C:2]1[C:11]2[C:6](=[CH:7][CH:8]=[CH:9][CH:10]=2)[C:5]([C:12]([O:14][CH3:15])=[O:13])=[CH:4][CH:3]=1.C1C(=O)N([Br:23])C(=O)C1.C(OOC(=O)C1C=CC=CC=1)(=O)C1C=CC=CC=1. (3) Given the product [NH:30]([C:35]([O:37][CH2:38][CH:39]1[C:40]2[C:45](=[CH:44][CH:43]=[CH:42][CH:41]=2)[C:46]2[C:51]1=[CH:50][CH:49]=[CH:48][CH:47]=2)=[O:36])[CH2:31][C:32]([OH:34])=[O:33].[NH2:52][C:53]1[CH:66]=[C:65]2[C:60]([N:61]=[CH:62][CH:63]=[CH:64]2)=[C:59]2[C:54]=1[CH:55]=[CH:56][CH:57]=[N:58]2, predict the reactants needed to synthesize it. The reactants are: CCN(C(C)C)C(C)C.C1C(Cl)=CC2N(O)N=NC=2C=1.CC(C)N=C=NC(C)C.[NH:30]([C:35]([O:37][CH2:38][CH:39]1[C:51]2[C:46](=[CH:47][CH:48]=[CH:49][CH:50]=2)[C:45]2[C:40]1=[CH:41][CH:42]=[CH:43][CH:44]=2)=[O:36])[CH2:31][C:32]([OH:34])=[O:33].[NH2:52][C:53]1[CH:66]=[C:65]2[C:60]([N:61]=[CH:62][CH:63]=[CH:64]2)=[C:59]2[C:54]=1[CH:55]=[CH:56][CH:57]=[N:58]2. (4) Given the product [F:39][C:2]1([F:1])[O:6][C:5]2[CH:7]=[CH:8][C:9]([C:11]3([C:14]([NH:16][C@@H:17]4[CH2:22][C@@H:21]([C:23]5[CH:28]=[CH:27][CH:26]=[CH:25][CH:24]=5)[O:20][C@@H:19]([C:29]5[CH:30]=[CH:31][C:32]([C:33]([OH:35])=[O:34])=[CH:37][CH:38]=5)[CH2:18]4)=[O:15])[CH2:13][CH2:12]3)=[CH:10][C:4]=2[O:3]1, predict the reactants needed to synthesize it. The reactants are: [F:1][C:2]1([F:39])[O:6][C:5]2[CH:7]=[CH:8][C:9]([C:11]3([C:14]([NH:16][C@@H:17]4[CH2:22][C@@H:21]([C:23]5[CH:28]=[CH:27][CH:26]=[CH:25][CH:24]=5)[O:20][C@@H:19]([C:29]5[CH:38]=[CH:37][C:32]([C:33]([O:35]C)=[O:34])=[CH:31][CH:30]=5)[CH2:18]4)=[O:15])[CH2:13][CH2:12]3)=[CH:10][C:4]=2[O:3]1. (5) Given the product [CH2:1]([O:3][C:4]([C:6]1[C:7]([NH:26][CH2:19][C:20]2[CH:25]=[CH:24][CH:23]=[CH:22][CH:21]=2)=[N:8][C:9]2[C:14]([C:15]=1[Cl:16])=[CH:13][C:12]([Br:17])=[CH:11][CH:10]=2)=[O:5])[CH3:2], predict the reactants needed to synthesize it. The reactants are: [CH2:1]([O:3][C:4]([C:6]1[C:7](Cl)=[N:8][C:9]2[C:14]([C:15]=1[Cl:16])=[CH:13][C:12]([Br:17])=[CH:11][CH:10]=2)=[O:5])[CH3:2].[CH2:19]([NH2:26])[C:20]1[CH:25]=[CH:24][CH:23]=[CH:22][CH:21]=1.C(=O)([O-])[O-].[Na+].[Na+]. (6) Given the product [CH3:1][CH2:2][CH2:3][NH+:4]1[C@H:9]([C:10]([NH:12][C:13]2[C:14]([CH3:20])=[CH:15][CH:16]=[CH:17][C:18]=2[CH3:19])=[O:11])[CH2:8][CH2:7][CH2:6][CH2:5]1.[OH2:11].[Cl-:21], predict the reactants needed to synthesize it. The reactants are: [CH3:1][CH2:2][CH2:3][N:4]1[C@H:9]([C:10]([NH:12][C:13]2[C:14]([CH3:20])=[CH:15][CH:16]=[CH:17][C:18]=2[CH3:19])=[O:11])[CH2:8][CH2:7][CH2:6][CH2:5]1.[ClH:21]. (7) The reactants are: [Cl:1][C:2]1[CH:3]=[C:4]([C:12]2[O:16][N:15]=[C:14]([C:17]3[CH:35]=[CH:34][C:20]4[CH2:21][N:22]([CH2:26][C:27]([O:29]C(C)(C)C)=[O:28])[CH2:23][CH2:24][O:25][C:19]=4[CH:18]=3)[N:13]=2)[CH:5]=[CH:6][C:7]=1[O:8][CH:9]([CH3:11])[CH3:10].Cl. Given the product [Cl:1][C:2]1[CH:3]=[C:4]([C:12]2[O:16][N:15]=[C:14]([C:17]3[CH:35]=[CH:34][C:20]4[CH2:21][N:22]([CH2:26][C:27]([OH:29])=[O:28])[CH2:23][CH2:24][O:25][C:19]=4[CH:18]=3)[N:13]=2)[CH:5]=[CH:6][C:7]=1[O:8][CH:9]([CH3:11])[CH3:10], predict the reactants needed to synthesize it.